From a dataset of NCI-60 drug combinations with 297,098 pairs across 59 cell lines. Regression. Given two drug SMILES strings and cell line genomic features, predict the synergy score measuring deviation from expected non-interaction effect. (1) Drug 1: CC12CCC3C(C1CCC2O)C(CC4=C3C=CC(=C4)O)CCCCCCCCCS(=O)CCCC(C(F)(F)F)(F)F. Drug 2: C#CCC(CC1=CN=C2C(=N1)C(=NC(=N2)N)N)C3=CC=C(C=C3)C(=O)NC(CCC(=O)O)C(=O)O. Cell line: SK-MEL-5. Synergy scores: CSS=-2.55, Synergy_ZIP=0.836, Synergy_Bliss=1.37, Synergy_Loewe=-2.35, Synergy_HSA=-1.38. (2) Drug 1: C1=CN(C(=O)N=C1N)C2C(C(C(O2)CO)O)O.Cl. Drug 2: C1=CC=C(C=C1)NC(=O)CCCCCCC(=O)NO. Cell line: SNB-75. Synergy scores: CSS=5.88, Synergy_ZIP=-4.20, Synergy_Bliss=-2.81, Synergy_Loewe=-2.95, Synergy_HSA=-0.479. (3) Drug 1: CC1=C2C(C(=O)C3(C(CC4C(C3C(C(C2(C)C)(CC1OC(=O)C(C(C5=CC=CC=C5)NC(=O)OC(C)(C)C)O)O)OC(=O)C6=CC=CC=C6)(CO4)OC(=O)C)OC)C)OC. Drug 2: CC1=C(N=C(N=C1N)C(CC(=O)N)NCC(C(=O)N)N)C(=O)NC(C(C2=CN=CN2)OC3C(C(C(C(O3)CO)O)O)OC4C(C(C(C(O4)CO)O)OC(=O)N)O)C(=O)NC(C)C(C(C)C(=O)NC(C(C)O)C(=O)NCCC5=NC(=CS5)C6=NC(=CS6)C(=O)NCCC[S+](C)C)O. Cell line: HOP-92. Synergy scores: CSS=34.1, Synergy_ZIP=-1.14, Synergy_Bliss=-1.14, Synergy_Loewe=2.10, Synergy_HSA=3.94.